This data is from Reaction yield outcomes from USPTO patents with 853,638 reactions. The task is: Predict the reaction yield, written as a fraction of the theoretical maximum amount of product (1.0 means a 100% yield; for example, 0.34 means a 34% yield). (1) The catalyst is O1CCOCC1. The product is [Cl:11][C:4]1[N:3]=[C:2]([NH:12][C:13]2[CH:18]=[CH:17][CH:16]=[CH:15][CH:14]=2)[C:7]([N+:8]([O-:10])=[O:9])=[CH:6][CH:5]=1. The yield is 0.617. The reactants are Cl[C:2]1[C:7]([N+:8]([O-:10])=[O:9])=[CH:6][CH:5]=[C:4]([Cl:11])[N:3]=1.[NH2:12][C:13]1[CH:18]=[CH:17][CH:16]=[CH:15][CH:14]=1.CCN(C(C)C)C(C)C. (2) The reactants are [Cl:1][C:2]1[N:7]=[C:6](Cl)[C:5]([O:9][CH3:10])=[CH:4][N:3]=1.[NH:11]1[C:19]2[C:14](=[CH:15][C:16]([NH2:20])=[CH:17][CH:18]=2)[CH:13]=[N:12]1.CCN(C(C)C)C(C)C. The catalyst is CCO. The product is [Cl:1][C:2]1[N:7]=[C:6]([NH:20][C:16]2[CH:15]=[C:14]3[C:19](=[CH:18][CH:17]=2)[NH:11][N:12]=[CH:13]3)[C:5]([O:9][CH3:10])=[CH:4][N:3]=1. The yield is 0.810. (3) The reactants are [F:1][C:2]1[CH:7]=[CH:6][CH:5]=[C:4]([F:8])[C:3]=1[N:9]1[C:14]2[N:15]=[C:16](S(C)=O)[N:17]=[C:18]([C:19]3[CH:20]=[C:21]([CH:28]=[CH:29][C:30]=3[CH3:31])[C:22]([NH:24][CH:25]([CH3:27])[CH3:26])=[O:23])[C:13]=2[CH2:12][NH:11][C:10]1=[O:35].[CH3:36][N:37]([CH3:48])[CH2:38][CH2:39][CH2:40][N:41]([CH3:47])[CH2:42][CH2:43][CH2:44][NH:45][CH3:46].C(N(CC)CC)C. The catalyst is C(Cl)Cl. The product is [F:1][C:2]1[CH:7]=[CH:6][CH:5]=[C:4]([F:8])[C:3]=1[N:9]1[C:14]2[N:15]=[C:16]([N:45]([CH2:44][CH2:43][CH2:42][N:41]([CH2:40][CH2:39][CH2:38][N:37]([CH3:36])[CH3:48])[CH3:47])[CH3:46])[N:17]=[C:18]([C:19]3[CH:20]=[C:21]([CH:28]=[CH:29][C:30]=3[CH3:31])[C:22]([NH:24][CH:25]([CH3:27])[CH3:26])=[O:23])[C:13]=2[CH2:12][NH:11][C:10]1=[O:35]. The yield is 0.290.